Dataset: Peptide-MHC class II binding affinity with 134,281 pairs from IEDB. Task: Regression. Given a peptide amino acid sequence and an MHC pseudo amino acid sequence, predict their binding affinity value. This is MHC class II binding data. (1) The peptide sequence is HYKGSSFHRVIPGFM. The MHC is DRB1_0802 with pseudo-sequence DRB1_0802. The binding affinity (normalized) is 0.361. (2) The binding affinity (normalized) is 0.510. The MHC is DRB1_0301 with pseudo-sequence DRB1_0301. The peptide sequence is RGVLLLSTRDLA. (3) The peptide sequence is IIFSQNMNIKLKMPL. The MHC is DRB4_0101 with pseudo-sequence DRB4_0103. The binding affinity (normalized) is 0.405. (4) The peptide sequence is MHVSFVMAYPEMLAA. The MHC is DRB4_0101 with pseudo-sequence DRB4_0103. The binding affinity (normalized) is 0.458. (5) The peptide sequence is AAAAAYEAAFAATVP. The MHC is HLA-DQA10102-DQB10602 with pseudo-sequence HLA-DQA10102-DQB10602. The binding affinity (normalized) is 0.505. (6) The peptide sequence is AAAAPAAVGAAVGGT. The MHC is DRB1_0701 with pseudo-sequence DRB1_0701. The binding affinity (normalized) is 0.223. (7) The peptide sequence is PTRVVNWEVIIMDEA. The MHC is HLA-DQA10501-DQB10402 with pseudo-sequence HLA-DQA10501-DQB10402. The binding affinity (normalized) is 0.388. (8) The peptide sequence is TLSYYKLGASQRVGT. The MHC is DRB1_0401 with pseudo-sequence DRB1_0401. The binding affinity (normalized) is 0.661.